Dataset: Forward reaction prediction with 1.9M reactions from USPTO patents (1976-2016). Task: Predict the product of the given reaction. (1) Given the reactants [CH3:1][O:2][CH2:3][CH2:4][N:5]([C:7]1[N:12]=[CH:11][N:10]=[C:9]([NH:13][C:14]2[CH:23]=[CH:22][C:17]([C:18]([O:20]C)=O)=[CH:16][CH:15]=2)[CH:8]=1)[CH3:6].[F:24][C:25]1[CH:30]=[CH:29][C:28]([C:31]2[N:35]=[C:34]([NH2:36])[S:33][N:32]=2)=[CH:27][C:26]=1[C:37]([F:40])([F:39])[F:38], predict the reaction product. The product is: [CH3:1][O:2][CH2:3][CH2:4][N:5]([C:7]1[N:12]=[CH:11][N:10]=[C:9]([NH:13][C:14]2[CH:15]=[CH:16][C:17]([C:18]([NH:36][C:34]3[S:33][N:32]=[C:31]([C:28]4[CH:29]=[CH:30][C:25]([F:24])=[C:26]([C:37]([F:40])([F:39])[F:38])[CH:27]=4)[N:35]=3)=[O:20])=[CH:22][CH:23]=2)[CH:8]=1)[CH3:6]. (2) Given the reactants [CH:1]1([S:4]([C:7]2[CH:12]=[CH:11][C:10]([CH:13]([C:21]3[NH:25][C:24]([C:26]4[N:31]=[CH:30][C:29]([CH:32]=O)=[CH:28][CH:27]=4)=[CH:23][CH:22]=3)[CH2:14][CH:15]3[CH2:20][CH2:19][O:18][CH2:17][CH2:16]3)=[CH:9][CH:8]=2)(=[O:6])=[O:5])[CH2:3][CH2:2]1.Cl.Cl.[N:36]12[CH2:43][CH2:42][CH:39]([CH2:40][CH2:41]1)[CH:38]([NH2:44])[CH2:37]2.C(N(CC)CC)C.C(O[BH-](OC(=O)C)OC(=O)C)(=O)C.[Na+], predict the reaction product. The product is: [CH:1]1([S:4]([C:7]2[CH:12]=[CH:11][C:10]([CH:13]([C:21]3[NH:25][C:24]([C:26]4[N:31]=[CH:30][C:29]([CH2:32][NH:44][CH:38]5[CH:39]6[CH2:42][CH2:43][N:36]([CH2:41][CH2:40]6)[CH2:37]5)=[CH:28][CH:27]=4)=[CH:23][CH:22]=3)[CH2:14][CH:15]3[CH2:16][CH2:17][O:18][CH2:19][CH2:20]3)=[CH:9][CH:8]=2)(=[O:5])=[O:6])[CH2:3][CH2:2]1.